From a dataset of CYP3A4 inhibition data for predicting drug metabolism from PubChem BioAssay. Regression/Classification. Given a drug SMILES string, predict its absorption, distribution, metabolism, or excretion properties. Task type varies by dataset: regression for continuous measurements (e.g., permeability, clearance, half-life) or binary classification for categorical outcomes (e.g., BBB penetration, CYP inhibition). Dataset: cyp3a4_veith. (1) The compound is Nc1ccc(S(=O)(=O)NCCS(=O)(=O)O)cc1. The result is 0 (non-inhibitor). (2) The compound is C=CCn1c(=O)c(C=Nc2cccc([N+](=O)[O-])c2)c(O)n(CCCC)c1=O. The result is 0 (non-inhibitor). (3) The drug is Cc1noc(C)c1C(=O)N1CCC[C@@]2(CCN(c3cccc(-c4ccccc4)c3)C2)C1. The result is 1 (inhibitor). (4) The molecule is Cc1sc2nc(SCC(=O)C(C)(C)C)n(Cc3ccco3)c(=O)c2c1C. The result is 1 (inhibitor).